Dataset: NCI-60 drug combinations with 297,098 pairs across 59 cell lines. Task: Regression. Given two drug SMILES strings and cell line genomic features, predict the synergy score measuring deviation from expected non-interaction effect. Drug 1: C1=CC(=CC=C1CC(C(=O)O)N)N(CCCl)CCCl.Cl. Drug 2: CC1=C(C(=O)C2=C(C1=O)N3CC4C(C3(C2COC(=O)N)OC)N4)N. Cell line: UO-31. Synergy scores: CSS=9.21, Synergy_ZIP=-4.20, Synergy_Bliss=-1.97, Synergy_Loewe=-6.77, Synergy_HSA=-1.38.